This data is from Catalyst prediction with 721,799 reactions and 888 catalyst types from USPTO. The task is: Predict which catalyst facilitates the given reaction. (1) The catalyst class is: 13. Product: [C:1]([O:4][C:5]1[C:6]([CH3:19])=[CH:7][CH:8]=[C:9]2[C:14]=1[CH:13]=[C:12]([C:15]([O:17][CH3:18])=[O:16])[CH:11]=[CH:10]2)(=[O:3])[CH3:2]. Reactant: [C:1]([O:4][C:5]1[C:14]2[CH:13]=[C:12]([C:15]([O:17][CH3:18])=[O:16])[CH:11]=[CH:10][C:9]=2[CH2:8][CH2:7][C:6]=1[CH3:19])(=[O:3])[CH3:2].ClC1C(=O)C(C#N)=C(C#N)C(=O)C=1Cl.O1CCOCC1. (2) Reactant: [NH2:1][C:2]1[S:3][C:4]2[CH:10]=[C:9]([CH2:11][C:12]3[CH:17]=[CH:16][CH:15]=[CH:14][CH:13]=3)[CH:8]=[CH:7][C:5]=2[N:6]=1.C(N(CC)CC)C.[CH2:25]([N:27]=[C:28]=[O:29])[CH3:26]. Product: [CH2:11]([C:9]1[CH:8]=[CH:7][C:5]2[N:6]=[C:2]([NH:1][C:28]([NH:27][CH2:25][CH3:26])=[O:29])[S:3][C:4]=2[CH:10]=1)[C:12]1[CH:13]=[CH:14][CH:15]=[CH:16][CH:17]=1. The catalyst class is: 11. (3) Reactant: [Br:1][C:2]1[C:11]2[C:6](=[CH:7][CH:8]=[CH:9][CH:10]=2)[C:5]([OH:12])=[CH:4][CH:3]=1.C(=O)([O-])[O-].[K+].[K+].Br[CH:20]([CH3:22])[CH3:21]. Product: [CH:20]([O:12][C:5]1[C:6]2[C:11](=[CH:10][CH:9]=[CH:8][CH:7]=2)[C:2]([Br:1])=[CH:3][CH:4]=1)([CH3:22])[CH3:21]. The catalyst class is: 3. (4) Reactant: [Cl:1][C:2]1[C:7]([NH:8][C:9](=[O:31])[C:10]2[CH:15]=[C:14]([CH2:16][C:17]3[C:18](=[O:29])[C:19]([O:27][CH3:28])=[C:20]([O:25][CH3:26])[C:21](=[O:24])[C:22]=3[CH3:23])[CH:13]=[CH:12][C:11]=2[OH:30])=[CH:6][CH:5]=[CH:4][N:3]=1.[CH3:32][Si](C=[N+]=[N-])(C)C. Product: [Cl:1][C:2]1[C:7]([NH:8][C:9](=[O:31])[C:10]2[CH:15]=[C:14]([CH2:16][C:17]3[C:18](=[O:29])[C:19]([O:27][CH3:28])=[C:20]([O:25][CH3:26])[C:21](=[O:24])[C:22]=3[CH3:23])[CH:13]=[CH:12][C:11]=2[O:30][CH3:32])=[CH:6][CH:5]=[CH:4][N:3]=1. The catalyst class is: 5. (5) Reactant: O[CH:2]=[C:3]1[C:11]2[C:6](=[CH:7][C:8]([C:12]([C:14]3[CH:15]=[C:16]([NH:20][C:21]([C:23]4[C:27]([Cl:28])=[CH:26][N:25]([CH2:29][CH3:30])[N:24]=4)=[O:22])[CH:17]=[CH:18][CH:19]=3)=[O:13])=[CH:9][CH:10]=2)[NH:5][C:4]1=[O:31].[CH3:32][N:33]1[CH2:38][CH2:37][N:36]([C:39]2[CH:44]=[CH:43][C:42]([NH2:45])=[CH:41][CH:40]=2)[CH2:35][CH2:34]1. Product: [CH3:32][N:33]1[CH2:34][CH2:35][N:36]([C:39]2[CH:44]=[CH:43][C:42]([NH:45][CH:2]=[C:3]3[C:11]4[C:6](=[CH:7][C:8]([C:12]([C:14]5[CH:15]=[C:16]([NH:20][C:21]([C:23]6[C:27]([Cl:28])=[CH:26][N:25]([CH2:29][CH3:30])[N:24]=6)=[O:22])[CH:17]=[CH:18][CH:19]=5)=[O:13])=[CH:9][CH:10]=4)[NH:5][C:4]3=[O:31])=[CH:41][CH:40]=2)[CH2:37][CH2:38]1. The catalyst class is: 1. (6) Reactant: [NH2:1][C:2]1[CH:3]=[CH:4][CH:5]=[C:6]([C:10]#[C:11][C:12]2[CH:13]=[N:14][C:15]([NH2:18])=[N:16][CH:17]=2)[C:7]=1[O:8][CH3:9].[F:19][C:20]([F:33])([F:32])[C:21]1[CH:26]=[CH:25][C:24]([CH2:27][CH2:28][C:29](O)=[O:30])=[CH:23][CH:22]=1.CN(C(ON1N=NC2C=CC=NC1=2)=[N+](C)C)C.F[P-](F)(F)(F)(F)F.CCN(C(C)C)C(C)C. Product: [NH2:18][C:15]1[N:14]=[CH:13][C:12]([C:11]#[C:10][C:6]2[C:7]([O:8][CH3:9])=[C:2]([NH:1][C:29](=[O:30])[CH2:28][CH2:27][C:24]3[CH:23]=[CH:22][C:21]([C:20]([F:32])([F:33])[F:19])=[CH:26][CH:25]=3)[CH:3]=[CH:4][CH:5]=2)=[CH:17][N:16]=1. The catalyst class is: 136. (7) Reactant: FC(F)(F)S(O[C:7]1[CH:15]=[CH:14][C:13]([C:16]2[N:17]([C:32]([O:34][C:35]([CH3:38])([CH3:37])[CH3:36])=[O:33])[C:18]3[C:23]([CH:24]=2)=[CH:22][C:21]([CH2:25][N:26]2[CH2:31][CH2:30][CH2:29][CH2:28][CH2:27]2)=[CH:20][CH:19]=3)=[C:12]2[C:8]=1[CH2:9][NH:10][C:11]2=[O:39])(=O)=O.[C:42](=[O:45])([O-])[O-].[K+].[K+].O. Product: [OH:45][CH2:42][C:7]1[CH:15]=[CH:14][C:13]([C:7]2[CH:15]=[CH:14][C:13]([C:16]3[N:17]([C:32]([O:34][C:35]([CH3:37])([CH3:36])[CH3:38])=[O:33])[C:18]4[C:23]([CH:24]=3)=[CH:22][C:21]([CH2:25][N:26]3[CH2:31][CH2:30][CH2:29][CH2:28][CH2:27]3)=[CH:20][CH:19]=4)=[C:12]3[C:8]=2[CH2:9][NH:10][C:11]3=[O:39])=[CH:12][CH:8]=1. The catalyst class is: 216. (8) Reactant: [C:1]([O:5][C:6](=[O:31])[CH2:7][CH2:8][CH2:9][NH:10][CH2:11][CH2:12][N:13]1[C:22]2[C:17]([C:18](=[O:24])[NH:19][C:20](=[O:23])[N:21]=2)=[N:16][C:15]2[CH:25]=[C:26]([CH3:30])[C:27]([CH3:29])=[CH:28][C:14]1=2)([CH3:4])([CH3:3])[CH3:2].[Cl:32][C:33]1[CH:40]=[CH:39][C:36]([CH:37]=O)=[CH:35][CH:34]=1.C([BH3-])#N.[Na+]. The catalyst class is: 130. Product: [C:1]([O:5][C:6](=[O:31])[CH2:7][CH2:8][CH2:9][N:10]([CH2:37][C:36]1[CH:39]=[CH:40][C:33]([Cl:32])=[CH:34][CH:35]=1)[CH2:11][CH2:12][N:13]1[C:22]2[C:17]([C:18](=[O:24])[NH:19][C:20](=[O:23])[N:21]=2)=[N:16][C:15]2[CH:25]=[C:26]([CH3:30])[C:27]([CH3:29])=[CH:28][C:14]1=2)([CH3:2])([CH3:4])[CH3:3]. (9) Reactant: [CH2:1]([N:6]1[CH:10]=[C:9]([N+:11]([O-:13])=[O:12])[CH:8]=[C:7]1[C:14]([O:16]CC)=[O:15])[CH2:2][CH:3]([CH3:5])[CH3:4].[OH-].[Na+]. Product: [CH2:1]([N:6]1[CH:10]=[C:9]([N+:11]([O-:13])=[O:12])[CH:8]=[C:7]1[C:14]([OH:16])=[O:15])[CH2:2][CH:3]([CH3:5])[CH3:4]. The catalyst class is: 8. (10) Reactant: [C:1]([O:5][C:6]([N:8]1[CH2:13][CH2:12][CH:11]([OH:14])[CH2:10][CH2:9]1)=[O:7])([CH3:4])([CH3:3])[CH3:2].[F:15][C:16]([F:28])([F:27])[C:17]1[CH:22]=[C:21]([N+:23]([O-:25])=[O:24])[CH:20]=[CH:19][C:18]=1O.FC(F)(F)C1C=C([N+]([O-])=O)C=CC=1.C1(P(C2C=CC=CC=2)C2C=CC=CC=2)C=CC=CC=1.N(C(OCC)=O)=NC(OCC)=O. Product: [C:1]([O:5][C:6]([N:8]1[CH2:13][CH2:12][CH:11]([O:14][C:18]2[CH:19]=[CH:20][C:21]([N+:23]([O-:25])=[O:24])=[CH:22][C:17]=2[C:16]([F:15])([F:27])[F:28])[CH2:10][CH2:9]1)=[O:7])([CH3:4])([CH3:2])[CH3:3]. The catalyst class is: 4.